From a dataset of Forward reaction prediction with 1.9M reactions from USPTO patents (1976-2016). Predict the product of the given reaction. (1) Given the reactants [NH2:1][C:2]1[N:3]=[C:4]([NH:11][C:12](=[O:19])[C:13]2[CH:18]=[CH:17][CH:16]=[CH:15][CH:14]=2)[S:5][C:6]=1[C:7]([O:9]C)=[O:8].O.[OH-].[Li+].Cl, predict the reaction product. The product is: [NH2:1][C:2]1[N:3]=[C:4]([NH:11][C:12](=[O:19])[C:13]2[CH:14]=[CH:15][CH:16]=[CH:17][CH:18]=2)[S:5][C:6]=1[C:7]([OH:9])=[O:8]. (2) Given the reactants [CH:1]([C:3]1[CH:4]=[N:5][CH:6]=[CH:7][C:8]=1[C:9]1[CH:10]=[C:11]([CH:14]=[CH:15][CH:16]=1)[C:12]#[N:13])=[O:2].[CH3:17][Mg]Br, predict the reaction product. The product is: [OH:2][CH:1]([C:3]1[CH:4]=[N:5][CH:6]=[CH:7][C:8]=1[C:9]1[CH:10]=[C:11]([CH:14]=[CH:15][CH:16]=1)[C:12]#[N:13])[CH3:17]. (3) Given the reactants [OH-].[Na+].[Br:3][C:4]1[CH:21]=[CH:20][C:7]([O:8][C:9]2[C:14]([C:15]([O:17]CC)=[O:16])=[CH:13][N:12]=[CH:11][CH:10]=2)=[CH:6][CH:5]=1.C(O)=O.[Na+].[Cl-], predict the reaction product. The product is: [Br:3][C:4]1[CH:21]=[CH:20][C:7]([O:8][C:9]2[C:14]([C:15]([OH:17])=[O:16])=[CH:13][N:12]=[CH:11][CH:10]=2)=[CH:6][CH:5]=1. (4) Given the reactants Br[CH2:2][C:3]([N:5]([CH2:8][CH3:9])[CH2:6][CH3:7])=[O:4].[NH2:10][C:11]1[CH:16]=[CH:15][C:14]([CH3:17])=[CH:13][CH:12]=1.[F:18][C:19]([F:31])([F:30])[C:20]1[CH:21]=[C:22]([S:26](Cl)(=[O:28])=[O:27])[CH:23]=[CH:24][CH:25]=1, predict the reaction product. The product is: [CH2:6]([N:5]([CH2:8][CH3:9])[C:3](=[O:4])[CH2:2][N:10]([C:11]1[CH:16]=[CH:15][C:14]([CH3:17])=[CH:13][CH:12]=1)[S:26]([C:22]1[CH:23]=[CH:24][CH:25]=[C:20]([C:19]([F:18])([F:30])[F:31])[CH:21]=1)(=[O:28])=[O:27])[CH3:7]. (5) Given the reactants [NH2:1][C:2]1[CH:3]=[C:4]([N:8]2[C:14](=[O:15])[CH2:13][C:12](=[O:16])[NH:11][C:10]3[C:17]4[C:22]([CH:23]=[CH:24][C:9]2=3)=[CH:21][CH:20]=[CH:19][CH:18]=4)[CH:5]=[CH:6][CH:7]=1.[CH:25]1[C:34]2[C:29](=[CH:30][CH:31]=[CH:32][CH:33]=2)[CH:28]=[CH:27][C:26]=1[S:35](Cl)(=[O:37])=[O:36], predict the reaction product. The product is: [O:16]=[C:12]1[NH:11][C:10]2[C:17]3[C:22]([CH:23]=[CH:24][C:9]=2[N:8]([C:4]2[CH:3]=[C:2]([NH:1][S:35]([C:26]4[CH:27]=[CH:28][C:29]5[C:34](=[CH:33][CH:32]=[CH:31][CH:30]=5)[CH:25]=4)(=[O:37])=[O:36])[CH:7]=[CH:6][CH:5]=2)[C:14](=[O:15])[CH2:13]1)=[CH:21][CH:20]=[CH:19][CH:18]=3. (6) Given the reactants [NH2:1][CH2:2][CH:3]1[CH2:8][CH2:7][N:6]([C:9]2[CH:14]=[CH:13][C:12]([Cl:15])=[CH:11][C:10]=2[NH:16][C:17]([C:19]2[C:23]3[N:24]=[CH:25][N:26]=[CH:27][C:22]=3[S:21][CH:20]=2)=[O:18])[CH2:5][CH2:4]1.[CH:28](O)=O.C=O.[OH-].[Na+], predict the reaction product. The product is: [Cl:15][C:12]1[CH:13]=[CH:14][C:9]([N:6]2[CH2:5][CH2:4][CH:3]([CH2:2][NH:1][CH3:28])[CH2:8][CH2:7]2)=[C:10]([NH:16][C:17]([C:19]2[C:23]3[N:24]=[CH:25][N:26]=[CH:27][C:22]=3[S:21][CH:20]=2)=[O:18])[CH:11]=1. (7) The product is: [C:1]([O:5][C:6](=[O:12])[N:7]([CH2:9][CH2:10][NH:11][C:35]([NH:34][C:26]1[CH:25]=[CH:24][C:23]([Br:22])=[CH:33][C:27]=1[C:28](=[O:29])[N:30]([CH3:31])[CH3:32])=[O:36])[CH3:8])([CH3:4])([CH3:2])[CH3:3]. Given the reactants [C:1]([O:5][C:6](=[O:12])[N:7]([CH2:9][CH2:10][NH2:11])[CH3:8])([CH3:4])([CH3:3])[CH3:2].C(N(C(C)C)CC)(C)C.[Br:22][C:23]1[CH:24]=[CH:25][C:26]([N:34]=[C:35]=[O:36])=[C:27]([CH:33]=1)[C:28]([N:30]([CH3:32])[CH3:31])=[O:29].C(OCC)(=O)C, predict the reaction product. (8) Given the reactants [OH:1][C:2]1[CH:3]=[N:4][CH:5]=[C:6]([CH:34]=1)[C:7]([NH:9][C:10]12[C:28](=[O:29])[C:27]3[C:22](=[CH:23][CH:24]=[CH:25][C:26]=3[N+:30]([O-])=O)[C:11]1([OH:33])[O:12][C:13]1[CH:18]=[C:17]([CH:19]([CH3:21])[CH3:20])[CH:16]=[CH:15][C:14]=12)=[O:8].[NH4+]=S, predict the reaction product. The product is: [NH2:30][C:26]1[CH:25]=[CH:24][CH:23]=[C:22]2[C:27]=1[C:28](=[O:29])[C:10]1([NH:9][C:7](=[O:8])[C:6]3[CH:34]=[C:2]([OH:1])[CH:3]=[N:4][CH:5]=3)[C:14]3[CH:15]=[CH:16][C:17]([CH:19]([CH3:20])[CH3:21])=[CH:18][C:13]=3[O:12][C:11]12[OH:33]. (9) Given the reactants [CH2:1]([NH:8][CH2:9][C:10]([CH3:13])([OH:12])[CH3:11])[C:2]1[CH:7]=[CH:6][CH:5]=[CH:4][CH:3]=1.C(N(C(C)C)CC)(C)C.Br[CH2:24][C:25]([O:27][CH2:28][CH3:29])=[O:26], predict the reaction product. The product is: [CH2:1]([N:8]([CH2:9][C:10]([OH:12])([CH3:13])[CH3:11])[CH2:24][C:25]([O:27][CH2:28][CH3:29])=[O:26])[C:2]1[CH:7]=[CH:6][CH:5]=[CH:4][CH:3]=1. (10) Given the reactants [CH:1]1([CH2:6][CH:7]([C:11]2[CH:16]=[CH:15][C:14]([Cl:17])=[C:13]([Cl:18])[CH:12]=2)[C:8]([OH:10])=O)[CH2:5][CH2:4][CH2:3][CH2:2]1.F[P-](F)(F)(F)(F)F.N1(O[P+](N(C)C)(N(C)C)N(C)C)C2C=CC=CC=2N=N1.C(N(CC)C(C)C)(C)C.S(O)(O)(=O)=O.[NH2:60][C:61]1[NH:62][CH:63]=[CH:64][N:65]=1, predict the reaction product. The product is: [CH:1]1([CH2:6][CH:7]([C:11]2[CH:16]=[CH:15][C:14]([Cl:17])=[C:13]([Cl:18])[CH:12]=2)[C:8]([NH:60][C:61]2[NH:62][CH:63]=[CH:64][N:65]=2)=[O:10])[CH2:2][CH2:3][CH2:4][CH2:5]1.